Dataset: Forward reaction prediction with 1.9M reactions from USPTO patents (1976-2016). Task: Predict the product of the given reaction. (1) Given the reactants [CH3:1][C:2]1[C:10]([C:11]2[S:12][C:13]([C:24]([O:26][CH3:27])=[O:25])=[C:14](OS(C(F)(F)F)(=O)=O)[N:15]=2)=[C:5]2[CH:6]=[CH:7][CH:8]=[CH:9][N:4]2[N:3]=1.[CH2:28]([O:30][C:31]1[CH:36]=[CH:35][CH:34]=[C:33]([F:37])[C:32]=1B(O)O)[CH3:29].C(=O)([O-])[O-].[Cs+].[Cs+].O, predict the reaction product. The product is: [CH2:28]([O:30][C:31]1[CH:36]=[CH:35][CH:34]=[C:33]([F:37])[C:32]=1[C:14]1[N:15]=[C:11]([C:10]2[C:2]([CH3:1])=[N:3][N:4]3[CH:9]=[CH:8][CH:7]=[CH:6][C:5]=23)[S:12][C:13]=1[C:24]([O:26][CH3:27])=[O:25])[CH3:29]. (2) Given the reactants [CH3:1][O:2][C:3](=[O:28])[CH2:4][C:5]1[CH:10]=[C:9]([Cl:11])[C:8]([O:12][C:13]2[CH:18]=[CH:17][C:16]([NH:19][CH2:20][C:21]3[CH:26]=[CH:25][CH:24]=[CH:23][CH:22]=3)=[CH:15][CH:14]=2)=[C:7]([Cl:27])[CH:6]=1.C(N(CC)CC)C.[C:36](Cl)(=[O:40])[CH:37]([CH3:39])[CH3:38], predict the reaction product. The product is: [CH3:1][O:2][C:3](=[O:28])[CH2:4][C:5]1[CH:10]=[C:9]([Cl:11])[C:8]([O:12][C:13]2[CH:14]=[CH:15][C:16]([N:19]([C:36](=[O:40])[CH:37]([CH3:39])[CH3:38])[CH2:20][C:21]3[CH:22]=[CH:23][CH:24]=[CH:25][CH:26]=3)=[CH:17][CH:18]=2)=[C:7]([Cl:27])[CH:6]=1. (3) Given the reactants [OH-].[Na+].CO[C:5]1[CH:15]=[CH:14][C:13]([O:16][CH3:17])=[CH:12][C:6]=1[CH:7]=[CH:8][C:9]([OH:11])=[O:10].Cl[CH:19](Cl)[CH3:20].B(Br)(Br)Br, predict the reaction product. The product is: [CH2:17]([O:16][C:13]1[CH:12]=[C:6]2[C:5](=[CH:15][CH:14]=1)[O:11][C:9](=[O:10])[CH:8]=[CH:7]2)[C:20]1[CH:19]=[CH:7][CH:6]=[CH:5][CH:15]=1. (4) Given the reactants CON(C)[C:4]([C:6]1[CH:11]=[CH:10][C:9](=[O:12])[N:8]([CH3:13])[CH:7]=1)=[O:5].C[Li].Cl[CH2:18]Cl, predict the reaction product. The product is: [C:4]([C:6]1[CH:11]=[CH:10][C:9](=[O:12])[N:8]([CH3:13])[CH:7]=1)(=[O:5])[CH3:18]. (5) The product is: [OH:33][C@H:32]([C:41]1[CH:42]=[C:43]([NH:47][S:48]([CH3:51])(=[O:49])=[O:50])[CH:44]=[CH:45][CH:46]=1)[CH2:31][NH:8][CH2:9][CH2:10][O:11][C:12]1[CH:20]=[C:19]2[C:15]([C:16]([C:27]([F:30])([F:29])[F:28])=[N:17][NH:18]2)=[CH:14][CH:13]=1.[ClH:59]. Given the reactants C(OC([N:8]([CH2:31][CH:32]([C:41]1[CH:46]=[CH:45][CH:44]=[C:43]([N:47](C(OC(C)(C)C)=O)[S:48]([CH3:51])(=[O:50])=[O:49])[CH:42]=1)[O:33][Si](CC)(CC)CC)[CH2:9][CH2:10][O:11][C:12]1[CH:20]=[C:19]2[C:15]([C:16]([C:27]([F:30])([F:29])[F:28])=[N:17][N:18]2[C@H]2CCCCO2)=[CH:14][CH:13]=1)=O)(C)(C)C.[ClH:59].CO, predict the reaction product.